This data is from Reaction yield outcomes from USPTO patents with 853,638 reactions. The task is: Predict the reaction yield, written as a fraction of the theoretical maximum amount of product (1.0 means a 100% yield; for example, 0.34 means a 34% yield). (1) The reactants are [CH3:1][O:2][C:3]([C:5]1[S:9][C:8]2[CH:10]=[C:11]([NH:14]C(OC(C)(C)C)=O)[CH:12]=[CH:13][C:7]=2[C:6]=1[O:22][CH2:23][C:24]([O:26][CH3:27])=[O:25])=[O:4].FC(F)(F)C(O)=O. The catalyst is ClCCl. The product is [CH3:1][O:2][C:3]([C:5]1[S:9][C:8]2[CH:10]=[C:11]([NH2:14])[CH:12]=[CH:13][C:7]=2[C:6]=1[O:22][CH2:23][C:24]([O:26][CH3:27])=[O:25])=[O:4]. The yield is 1.28. (2) The reactants are [OH:1][C:2]1[CH:7]=[CH:6][C:5]([C:8](=[CH:12][C:13]2[CH:18]=[CH:17][C:16]([F:19])=[C:15]([CH3:20])[CH:14]=2)[C:9]([OH:11])=[O:10])=[CH:4][CH:3]=1.OS(O)(=O)=O.[CH3:26]O. No catalyst specified. The product is [CH3:26][O:10][C:9](=[O:11])[C:8]([C:5]1[CH:6]=[CH:7][C:2]([OH:1])=[CH:3][CH:4]=1)=[CH:12][C:13]1[CH:18]=[CH:17][C:16]([F:19])=[C:15]([CH3:20])[CH:14]=1. The yield is 0.810. (3) The reactants are Cl[C:2]1[CH:7]=[CH:6][C:5]([N+:8]([O-:10])=[O:9])=[CH:4][N:3]=1.[CH3:11][O:12][CH2:13][CH2:14][OH:15].[H-].[Na+].C(O)(=O)C. The catalyst is CN(C=O)C. The product is [CH3:11][O:12][CH2:13][CH2:14][O:15][C:2]1[CH:7]=[CH:6][C:5]([N+:8]([O-:10])=[O:9])=[CH:4][N:3]=1. The yield is 0.630. (4) The reactants are [CH2:1]([O:3][C:4]([C:6]1([C:9]2[CH:14]=[CH:13][C:12]([C:15]3[CH:20]=[CH:19][C:18]([C:21]4[S:22][C:23]([Cl:29])=[CH:24][C:25]=4C(=O)N)=[CH:17][C:16]=3[NH:30][C:31]([O:33][C:34]([CH3:37])([CH3:36])[CH3:35])=[O:32])=[CH:11][CH:10]=2)[CH2:8][CH2:7]1)=[O:5])[CH3:2].[N:38]1[CH:43]=CC=CC=1.[C:44]1([C@H:50]([OH:52])[CH3:51])[CH:49]=[CH:48][CH:47]=[CH:46][CH:45]=1.FC(F)(F)C(OI(C1C=CC=CC=1)OC(=O)C(F)(F)F)=[O:56]. The catalyst is C1(C)C=CC=CC=1. The product is [CH2:1]([O:3][C:4]([C:6]1([C:9]2[CH:14]=[CH:13][C:12]([C:15]3[CH:20]=[CH:19][C:18]([C:21]4[S:22][C:23]([Cl:29])=[CH:24][C:25]=4[NH:38][C:43]([O:52][C@@H:50]([C:44]4[CH:49]=[CH:48][CH:47]=[CH:46][CH:45]=4)[CH3:51])=[O:56])=[CH:17][C:16]=3[NH:30][C:31]([O:33][C:34]([CH3:37])([CH3:36])[CH3:35])=[O:32])=[CH:11][CH:10]=2)[CH2:7][CH2:8]1)=[O:5])[CH3:2]. The yield is 0.860.